Dataset: Reaction yield outcomes from USPTO patents with 853,638 reactions. Task: Predict the reaction yield, written as a fraction of the theoretical maximum amount of product (1.0 means a 100% yield; for example, 0.34 means a 34% yield). (1) The reactants are [Br:1][C:2]1[CH:3]=[CH:4][C:5]([N+:19]([O-])=O)=[C:6]([NH:8][C@@H:9]([CH2:14][C:15]([O:17][CH3:18])=[O:16])[C:10](OC)=[O:11])[CH:7]=1.CC(O)=O. The catalyst is CC(O)C.O.[Fe]. The product is [Br:1][C:2]1[CH:7]=[C:6]2[C:5]([NH:19][C:10](=[O:11])[C@H:9]([CH2:14][C:15]([O:17][CH3:18])=[O:16])[NH:8]2)=[CH:4][CH:3]=1. The yield is 0.860. (2) The reactants are [NH2:1][C:2]1[CH:3]=[C:4]([C:8]2[C:16]3[C:11](=[CH:12][CH:13]=[C:14]([C:17]([NH2:19])=[O:18])[CH:15]=3)[N:10](C3CCCCO3)[N:9]=2)[CH:5]=[CH:6][CH:7]=1.[C:26]1([CH2:32][C:33](O)=[O:34])[CH:31]=[CH:30][CH:29]=[CH:28][CH:27]=1.CCN=C=NCCCN(C)C. No catalyst specified. The product is [C:26]1([CH2:32][C:33]([NH:1][C:2]2[CH:3]=[C:4]([C:8]3[C:16]4[C:11](=[CH:12][CH:13]=[C:14]([C:17]([NH2:19])=[O:18])[CH:15]=4)[NH:10][N:9]=3)[CH:5]=[CH:6][CH:7]=2)=[O:34])[CH:31]=[CH:30][CH:29]=[CH:28][CH:27]=1. The yield is 0.120. (3) The reactants are [NH2:1][C:2]1[CH:7]=[C:6]([CH3:8])[C:5]([CH3:9])=[CH:4][C:3]=1[NH:10][CH2:11][CH:12]1[CH2:16][CH2:15][CH2:14][N:13]1[C:17]([O:19][C:20]([CH3:23])([CH3:22])[CH3:21])=[O:18].O.[NH:25]1[C:33](=[O:34])[C:31](=O)[C:29](=O)[NH:28][C:26]1=[O:27].B(O)(O)O.CO. The catalyst is CC(O)=O.C(Cl)Cl. The product is [CH3:8][C:6]1[C:5]([CH3:9])=[CH:4][C:3]2[N:10]([CH2:11][CH:12]3[CH2:16][CH2:15][CH2:14][N:13]3[C:17]([O:19][C:20]([CH3:23])([CH3:22])[CH3:21])=[O:18])[C:29]3[C:31]([C:33](=[O:34])[NH:25][C:26](=[O:27])[N:28]=3)=[N:1][C:2]=2[CH:7]=1. The yield is 0.0800. (4) The reactants are Br[C:2]1[CH:24]=[CH:23][C:5]2[C:6]3[N:7]=[C:8]([C:14]([N:16]4[CH2:20][CH2:19][CH2:18][C@@H:17]4[CH2:21][OH:22])=[O:15])[S:9][C:10]=3[CH2:11][CH2:12][O:13][C:4]=2[CH:3]=1.CC1(C)C(C)(C)OB([C:33]2[CH:34]=[N:35][NH:36][CH:37]=2)O1.C(=O)(O)[O-].[Na+].O.C(#N)C. The catalyst is C(OCC)(=O)C.C1C=CC([P]([Pd]([P](C2C=CC=CC=2)(C2C=CC=CC=2)C2C=CC=CC=2)([P](C2C=CC=CC=2)(C2C=CC=CC=2)C2C=CC=CC=2)[P](C2C=CC=CC=2)(C2C=CC=CC=2)C2C=CC=CC=2)(C2C=CC=CC=2)C2C=CC=CC=2)=CC=1. The product is [OH:22][CH2:21][C@H:17]1[CH2:18][CH2:19][CH2:20][N:16]1[C:14]([C:8]1[S:9][C:10]2[CH2:11][CH2:12][O:13][C:4]3[CH:3]=[C:2]([C:33]4[CH:34]=[N:35][NH:36][CH:37]=4)[CH:24]=[CH:23][C:5]=3[C:6]=2[N:7]=1)=[O:15]. The yield is 0.170.